This data is from Forward reaction prediction with 1.9M reactions from USPTO patents (1976-2016). The task is: Predict the product of the given reaction. (1) Given the reactants Br[CH:2]1[C:11](=O)[CH:10]([C:13]2[CH:18]=[CH:17][C:16]([F:19])=[CH:15][CH:14]=2)[CH2:9][C:4]2([O:8][CH2:7][CH2:6][O:5]2)[CH2:3]1.[Cl:20][C:21]1[N:22]=[CH:23][N:24]([C:26]2[CH:31]=[CH:30][C:29]([NH:32][C:33]([NH2:35])=[S:34])=[CH:28][C:27]=2[O:36][CH3:37])[CH:25]=1, predict the reaction product. The product is: [Cl:20][C:21]1[N:22]=[CH:23][N:24]([C:26]2[CH:31]=[CH:30][C:29]([NH:32][C:33]3[S:34][C:2]4[CH2:3][C:4]5([O:8][CH2:7][CH2:6][O:5]5)[CH2:9][CH:10]([C:13]5[CH:18]=[CH:17][C:16]([F:19])=[CH:15][CH:14]=5)[C:11]=4[N:35]=3)=[CH:28][C:27]=2[O:36][CH3:37])[CH:25]=1. (2) Given the reactants C(NC1N=C2C(N=C(OC)N2CCCC2CCOC2)=C(N)N=1)CCC.FC(F)(F)C(O)=O.[CH2:33]([O:37][C:38]1[NH:39][C:40]([NH2:49])=[C:41]2[C:45]([N:46]=1)=[N:44][C:43]([O:47][CH3:48])=[N:42]2)[CH2:34][CH2:35][CH3:36].Br[CH2:51][CH2:52][CH2:53][CH2:54][CH:55]1[CH2:59][CH2:58][O:57][CH2:56]1, predict the reaction product. The product is: [CH2:33]([O:37][C:38]1[N:46]=[C:45]2[C:41]([N:42]=[C:43]([O:47][CH3:48])[N:44]2[CH2:51][CH2:52][CH2:53][CH2:54][CH:55]2[CH2:59][CH2:58][O:57][CH2:56]2)=[C:40]([NH2:49])[N:39]=1)[CH2:34][CH2:35][CH3:36]. (3) Given the reactants C([C@@H]1[C@H](N)C2C=CSC=2CC1)CC.[CH2:14]([CH:16]1[CH2:17][CH2:18][C:19]2[O:23][CH:22]=[CH:21][C:20]=2/[C:24]/1=[N:25]\O)[CH3:15], predict the reaction product. The product is: [CH2:14]([C@@H:16]1[C@H:24]([NH2:25])[C:20]2[CH:21]=[CH:22][O:23][C:19]=2[CH2:18][CH2:17]1)[CH3:15]. (4) Given the reactants C(N(CC)CC)C.[C:8]([O:13][C:14]12[CH2:23][CH:18]3[CH2:19][CH:20]([CH2:22][C:16]([O:24][CH:25]([CH3:29])[C:26]([OH:28])=[O:27])([CH2:17]3)[CH2:15]1)[CH2:21]2)(=[O:12])[C:9]([CH3:11])=[CH2:10].Cl[CH2:31][O:32][CH:33]1[CH2:38][CH2:37][CH2:36][CH2:35][CH2:34]1.O, predict the reaction product. The product is: [C:8]([O:13][C:14]12[CH2:23][CH:18]3[CH2:19][CH:20]([CH2:22][C:16]([O:24][CH:25]([CH3:29])[C:26]([O:28][CH2:31][O:32][CH:33]4[CH2:38][CH2:37][CH2:36][CH2:35][CH2:34]4)=[O:27])([CH2:17]3)[CH2:15]1)[CH2:21]2)(=[O:12])[C:9]([CH3:11])=[CH2:10]. (5) Given the reactants [N:1]1[C:8]([Cl:9])=[N:7][C:5](Cl)=[N:4][C:2]=1[Cl:3].C(N(C(C)C)CC)(C)C.[C:19]1([C@@H:25]([NH2:27])[CH3:26])[CH:24]=[CH:23][CH:22]=[CH:21][CH:20]=1, predict the reaction product. The product is: [Cl:9][C:8]1[N:1]=[C:2]([Cl:3])[N:4]=[C:5]([NH:27][C@H:25]([C:19]2[CH:24]=[CH:23][CH:22]=[CH:21][CH:20]=2)[CH3:26])[N:7]=1. (6) Given the reactants [CH3:1][O:2][C:3]([CH2:5][C:6]1[CH:14]=[CH:13][C:9]([C:10]([OH:12])=O)=[CH:8][CH:7]=1)=[O:4].S(Cl)(Cl)=O.[Cl:19][C:20]1[CH:21]=[CH:22][C:23]([O:40][CH3:41])=[C:24]([S:26]([N:29]2[C:38]3[C:33](=[CH:34][CH:35]=[C:36]([NH2:39])[CH:37]=3)[CH2:32][CH2:31][CH2:30]2)(=[O:28])=[O:27])[CH:25]=1.Cl, predict the reaction product. The product is: [CH3:1][O:2][C:3](=[O:4])[CH2:5][C:6]1[CH:7]=[CH:8][C:9]([C:10](=[O:12])[NH:39][C:36]2[CH:37]=[C:38]3[C:33]([CH2:32][CH2:31][CH2:30][N:29]3[S:26]([C:24]3[CH:25]=[C:20]([Cl:19])[CH:21]=[CH:22][C:23]=3[O:40][CH3:41])(=[O:28])=[O:27])=[CH:34][CH:35]=2)=[CH:13][CH:14]=1. (7) Given the reactants [C:1](Cl)(Cl)=[O:2].C1(C)C=CC=CC=1.[OH:12][C:13]1[CH:22]=[C:21]2[C:16]([CH:17]=[CH:18][C:19](=[O:23])[O:20]2)=[CH:15][CH:14]=1.N1C=CC=CC=1.[N:30]12[CH2:38][CH2:37][CH:34]([CH2:35][CH2:36]1)[NH:33][CH2:32][CH2:31]2.C[O-].[Na+], predict the reaction product. The product is: [O:23]=[C:19]1[CH:18]=[CH:17][C:16]2[C:21](=[CH:22][C:13]([O:12][C:1]([N:33]3[CH:34]4[CH2:37][CH2:38][N:30]([CH2:36][CH2:35]4)[CH2:31][CH2:32]3)=[O:2])=[CH:14][CH:15]=2)[O:20]1. (8) Given the reactants [OH:1][C@H:2]1[CH2:6][N:5]([C:7]([O:9][CH3:10])=[O:8])[C@H:4]([C:11]([O:13][CH2:14][C:15]2[CH:20]=[CH:19][CH:18]=[CH:17][CH:16]=2)=[O:12])[CH2:3]1.Br[CH2:22][C:23]([O:25][CH2:26][CH3:27])=[O:24].[H-].[Na+].O, predict the reaction product. The product is: [CH2:26]([O:25][C:23](=[O:24])[CH2:22][O:1][C@H:2]1[CH2:6][N:5]([C:7]([O:9][CH3:10])=[O:8])[C@H:4]([C:11]([O:13][CH2:14][C:15]2[CH:20]=[CH:19][CH:18]=[CH:17][CH:16]=2)=[O:12])[CH2:3]1)[CH3:27]. (9) The product is: [NH2:1][C:2]1[CH:7]=[CH:6][C:5]([C:8](=[O:10])[CH3:9])=[CH:4][C:3]=1[Br:18]. Given the reactants [NH2:1][C:2]1[CH:7]=[CH:6][C:5]([C:8](=[O:10])[CH3:9])=[CH:4][CH:3]=1.C1C(=O)N([Br:18])C(=O)C1, predict the reaction product.